The task is: Predict which catalyst facilitates the given reaction.. This data is from Catalyst prediction with 721,799 reactions and 888 catalyst types from USPTO. Reactant: C[O:2][C:3](=O)[CH2:4][C:5]([CH:7]1[CH2:9][CH2:8]1)=O.O.[NH2:12][NH2:13]. Product: [CH:7]1([C:5]2[CH2:4][C:3](=[O:2])[NH:12][N:13]=2)[CH2:9][CH2:8]1. The catalyst class is: 15.